From a dataset of Forward reaction prediction with 1.9M reactions from USPTO patents (1976-2016). Predict the product of the given reaction. (1) Given the reactants I[C:2]1[CH:7]=[CH:6][CH:5]=[C:4]([O:8][C:9]([F:12])([F:11])[F:10])[CH:3]=1.C1(P(C2C=CC=CC=2)C2C=CC=CC=2)C=CC=CC=1.[CH2:32]([OH:35])[C:33]#[CH:34].C(N(C(C)C)CC)(C)C, predict the reaction product. The product is: [F:10][C:9]([F:12])([F:11])[O:8][C:4]1[CH:3]=[C:2]([C:34]#[C:33][CH2:32][OH:35])[CH:7]=[CH:6][CH:5]=1. (2) Given the reactants [F:1][C:2]1[CH:7]=[CH:6][C:5]([N:8]2[C:16]3[C:11](=[CH:12][C:13]([O:17][C@H:18]([C:22]4[CH:27]=[CH:26][CH:25]=[C:24]([O:28][CH3:29])[CH:23]=4)[C@@H:19]([NH2:21])[CH3:20])=[CH:14][CH:15]=3)[CH:10]=[N:9]2)=[CH:4][CH:3]=1.[Cl:30][C:31]1[S:35][C:34]([C:36](O)=[O:37])=[CH:33][CH:32]=1, predict the reaction product. The product is: [Cl:30][C:31]1[S:35][C:34]([C:36]([NH:21][C@@H:19]([CH3:20])[C@H:18]([O:17][C:13]2[CH:12]=[C:11]3[C:16](=[CH:15][CH:14]=2)[N:8]([C:5]2[CH:4]=[CH:3][C:2]([F:1])=[CH:7][CH:6]=2)[N:9]=[CH:10]3)[C:22]2[CH:27]=[CH:26][CH:25]=[C:24]([O:28][CH3:29])[CH:23]=2)=[O:37])=[CH:33][CH:32]=1. (3) Given the reactants Cl[C:2]1[N:3]=[N:4][CH:5]=[C:6]([C:8]([N:10]2[CH2:15][CH2:14][CH2:13][CH:12]([C:16]3[CH:21]=[CH:20][C:19]([O:22][CH3:23])=[CH:18][C:17]=3[CH3:24])[CH2:11]2)=[O:9])[CH:7]=1.[CH3:25][NH2:26], predict the reaction product. The product is: [CH3:23][O:22][C:19]1[CH:20]=[CH:21][C:16]([CH:12]2[CH2:13][CH2:14][CH2:15][N:10]([C:8]([C:6]3[CH:7]=[C:2]([NH:26][CH3:25])[N:3]=[N:4][CH:5]=3)=[O:9])[CH2:11]2)=[C:17]([CH3:24])[CH:18]=1. (4) The product is: [OH:47][C:44]1[CH:45]=[CH:46][C:41]([CH2:40][CH2:39][NH:38][C:3]([C:5]2[N:14]3[C:8]([CH2:9][N:10]([C:19]([C:21]4[CH:26]=[CH:25][C:24]([C:27]5[CH:32]=[CH:31][CH:30]=[CH:29][C:28]=5[CH3:33])=[C:23]([O:34][CH3:35])[CH:22]=4)=[O:20])[C:11]4[CH:18]=[CH:17][CH:16]=[CH:15][C:12]=4[CH2:13]3)=[CH:7][CH:6]=2)=[O:4])=[CH:42][CH:43]=1. Given the reactants ClC(Cl)(Cl)[C:3]([C:5]1[N:14]2[C:8]([CH2:9][N:10]([C:19]([C:21]3[CH:26]=[CH:25][C:24]([C:27]4[CH:32]=[CH:31][CH:30]=[CH:29][C:28]=4[CH3:33])=[C:23]([O:34][CH3:35])[CH:22]=3)=[O:20])[C:11]3[CH:18]=[CH:17][CH:16]=[CH:15][C:12]=3[CH2:13]2)=[CH:7][CH:6]=1)=[O:4].[NH2:38][CH2:39][CH2:40][C:41]1[CH:46]=[CH:45][C:44]([OH:47])=[CH:43][CH:42]=1, predict the reaction product. (5) Given the reactants [CH2:1]([OH:5])[C@H:2]([OH:4])[CH3:3].C(N(CC)CC)C.[C:13]([Si:17](Cl)([CH3:19])[CH3:18])([CH3:16])([CH3:15])[CH3:14], predict the reaction product. The product is: [Si:17]([O:5][CH2:1][C@H:2]([OH:4])[CH3:3])([C:13]([CH3:16])([CH3:15])[CH3:14])([CH3:19])[CH3:18]. (6) Given the reactants [Cl:1][C:2]1[S:6][C:5]2[C:7]3([O:13][CH2:14][C:15]([F:17])([F:16])[C:4]=2[CH:3]=1)[CH2:12][CH2:11][NH:10][CH2:9][CH2:8]3.[F:18][C:19]1[CH:24]=[CH:23][CH:22]=[C:21]([F:25])[C:20]=1[N:26]1[CH:30]=[C:29]([CH:31]=O)[C:28]([CH3:33])=[N:27]1.C(O[BH-](OC(=O)C)OC(=O)C)(=O)C.[Na+], predict the reaction product. The product is: [Cl:1][C:2]1[S:6][C:5]2[C:7]3([O:13][CH2:14][C:15]([F:16])([F:17])[C:4]=2[CH:3]=1)[CH2:8][CH2:9][N:10]([CH2:31][C:29]1[C:28]([CH3:33])=[N:27][N:26]([C:20]2[C:19]([F:18])=[CH:24][CH:23]=[CH:22][C:21]=2[F:25])[CH:30]=1)[CH2:11][CH2:12]3. (7) Given the reactants [C:1]1([CH3:11])[CH:6]=[CH:5][C:4](S(O)(=O)=O)=[CH:3][CH:2]=1.C(O)C[OH:14].[C:16]([O:19][CH2:20][CH3:21])(=[O:18])C.CCCCCC, predict the reaction product. The product is: [CH2:2]1[C@H:3]2[C@H:1]([CH2:6][C:5](=[O:14])[CH2:4]2)[CH2:11][C:16]21[O:19][CH2:20][CH2:21][O:18]2. (8) Given the reactants [Cl:1][C:2]1[N:3]=[C:4]([N:11]2[CH2:16][CH2:15][O:14][CH2:13][CH2:12]2)[C:5]2[S:10][CH:9]=[CH:8][C:6]=2[N:7]=1.[Cl:17]N1C(=O)CCC1=O, predict the reaction product. The product is: [Cl:1][C:2]1[N:3]=[C:4]([N:11]2[CH2:16][CH2:15][O:14][CH2:13][CH2:12]2)[C:5]2[S:10][C:9]([Cl:17])=[CH:8][C:6]=2[N:7]=1.